Task: Predict the reactants needed to synthesize the given product.. Dataset: Full USPTO retrosynthesis dataset with 1.9M reactions from patents (1976-2016) Given the product [Cl:1][C:2]1[CH:10]=[CH:9][CH:8]=[C:7]([Cl:11])[C:3]=1[C:4]([N:6]=[C:13]=[O:14])=[O:5], predict the reactants needed to synthesize it. The reactants are: [Cl:1][C:2]1[CH:10]=[CH:9][CH:8]=[C:7]([Cl:11])[C:3]=1[C:4]([NH2:6])=[O:5].C(Cl)(=O)[C:13](Cl)=[O:14].